This data is from Catalyst prediction with 721,799 reactions and 888 catalyst types from USPTO. The task is: Predict which catalyst facilitates the given reaction. (1) Reactant: Cl[C:2]1[C:3]2[C:4](=[CH:16][N:17](CC3C=CC(OC)=CC=3)[N:18]=2)[N:5]=[C:6]([C:8]2[CH:13]=[CH:12][CH:11]=[C:10]([S:14][CH3:15])[CH:9]=2)[N:7]=1.[O:28]1[CH2:33][CH2:32][N:31]([C:34]2[CH:40]=[CH:39][C:37]([NH2:38])=[CH:36][CH:35]=2)[CH2:30][CH2:29]1.Cl. Product: [CH3:15][S:14][C:10]1[CH:9]=[C:8]([C:6]2[N:7]=[C:2]([NH:38][C:37]3[CH:36]=[CH:35][C:34]([N:31]4[CH2:32][CH2:33][O:28][CH2:29][CH2:30]4)=[CH:40][CH:39]=3)[C:3]3[NH:18][N:17]=[CH:16][C:4]=3[N:5]=2)[CH:13]=[CH:12][CH:11]=1. The catalyst class is: 71. (2) Reactant: Cl.Cl.[F:3][C@H:4]1[C:8]2[N:9]=[CH:10][N:11]=[C:12]([N:13]3[CH2:18][CH2:17][NH:16][CH2:15][CH2:14]3)[C:7]=2[C@H:6]([CH3:19])[CH2:5]1.C(OC([N:27]1[CH2:31][CH2:30][CH2:29][C@H:28]1[C@H:32]([C:36]1[CH:41]=[CH:40][C:39]([Cl:42])=[CH:38][CH:37]=1)[C:33](O)=[O:34])=O)(C)(C)C.C(N(C(C)C)CC)(C)C.CN(C(ON1N=NC2C=CC=CC1=2)=[N+](C)C)C.F[P-](F)(F)(F)(F)F. Product: [ClH:42].[Cl:42][C:39]1[CH:40]=[CH:41][C:36]([C@@H:32]([C@@H:28]2[CH2:29][CH2:30][CH2:31][NH:27]2)[C:33]([N:16]2[CH2:15][CH2:14][N:13]([C:12]3[C:7]4[C@H:6]([CH3:19])[CH2:5][C@@H:4]([F:3])[C:8]=4[N:9]=[CH:10][N:11]=3)[CH2:18][CH2:17]2)=[O:34])=[CH:37][CH:38]=1. The catalyst class is: 4. (3) Reactant: [Br:1][C:2]1[CH:3]=[CH:4][C:5]([O:15][CH2:16][C:17]2[CH:22]=[CH:21][C:20]([F:23])=[CH:19][CH:18]=2)=[C:6]([C:8](=O)[CH2:9][CH2:10][C:11](=O)[CH3:12])[CH:7]=1.[NH2:24][C:25]1[CH:26]=[C:27]([C:35]([OH:37])=[O:36])[C:28]2[C:33]([CH:34]=1)=[CH:32][CH:31]=[CH:30][CH:29]=2.CC1C=CC(S(O)(=O)=O)=CC=1. Product: [Br:1][C:2]1[CH:3]=[CH:4][C:5]([O:15][CH2:16][C:17]2[CH:22]=[CH:21][C:20]([F:23])=[CH:19][CH:18]=2)=[C:6]([C:8]2[N:24]([C:25]3[CH:26]=[C:27]([C:35]([OH:37])=[O:36])[C:28]4[C:33]([CH:34]=3)=[CH:32][CH:31]=[CH:30][CH:29]=4)[C:11]([CH3:12])=[CH:10][CH:9]=2)[CH:7]=1. The catalyst class is: 296. (4) Reactant: Cl[C:2]1[N:7]=[C:6]([N:8]2[CH2:13][CH2:12][NH:11][CH2:10][C@@H:9]2[CH3:14])[CH:5]=[N:4][CH:3]=1.[CH2:15]([OH:22])[C:16]1[CH:21]=[CH:20][CH:19]=[CH:18][CH:17]=1. Product: [CH2:15]([O:22][C:2]1[N:7]=[C:6]([N:8]2[CH2:13][CH2:12][NH:11][CH2:10][C@@H:9]2[CH3:14])[CH:5]=[N:4][CH:3]=1)[C:16]1[CH:21]=[CH:20][CH:19]=[CH:18][CH:17]=1. The catalyst class is: 3.